Dataset: Reaction yield outcomes from USPTO patents with 853,638 reactions. Task: Predict the reaction yield, written as a fraction of the theoretical maximum amount of product (1.0 means a 100% yield; for example, 0.34 means a 34% yield). The reactants are [F:1][C:2]1[CH:11]=[C:10]2[C:5]([C:6]([O:19][CH2:20][CH2:21][O:22]C3CCCCO3)=[C:7]([C:13]3[CH:18]=[CH:17][CH:16]=[CH:15][CH:14]=3)[NH:8][C:9]2=[O:12])=[CH:4][CH:3]=1. The catalyst is CO. The product is [F:1][C:2]1[CH:11]=[C:10]2[C:5]([C:6]([O:19][CH2:20][CH2:21][OH:22])=[C:7]([C:13]3[CH:18]=[CH:17][CH:16]=[CH:15][CH:14]=3)[NH:8][C:9]2=[O:12])=[CH:4][CH:3]=1. The yield is 0.950.